From a dataset of Reaction yield outcomes from USPTO patents with 853,638 reactions. Predict the reaction yield, written as a fraction of the theoretical maximum amount of product (1.0 means a 100% yield; for example, 0.34 means a 34% yield). (1) The reactants are [C:1]([O:5][C:6](=[O:17])[NH:7][C:8]1[CH:9]=[CH:10][C:11]2[CH:15]=[CH:14][S:13][C:12]=2[CH:16]=1)([CH3:4])([CH3:3])[CH3:2].C(NC(C)C)(C)C.[Li].C(OB(OC(C)C)OC(C)C)(C)C.[Cl:39][C:40]1[N:45]=[C:44](Cl)[C:43]([CH3:47])=[CH:42][N:41]=1.C(=O)([O-])[O-].[Na+].[Na+]. The catalyst is C1COCC1.C1(P(C2C=CC=CC=2)[C-]2C=CC=C2)C=CC=CC=1.[C-]1(P(C2C=CC=CC=2)C2C=CC=CC=2)C=CC=C1.[Fe+2].C([O-])(=O)C.[Pd+2].C([O-])(=O)C.O. The product is [C:1]([O:5][C:6](=[O:17])[NH:7][C:8]1[CH:9]=[CH:10][C:11]2[CH:15]=[C:14]([C:42]3[C:43]([CH3:47])=[CH:44][N:45]=[C:40]([Cl:39])[N:41]=3)[S:13][C:12]=2[CH:16]=1)([CH3:4])([CH3:2])[CH3:3]. The yield is 0.200. (2) The reactants are FC(F)(F)C(O)=O.[Cl:8][C:9]1[CH:10]=[C:11]([CH:42]=[CH:43][C:44]=1[NH:45][C:46]([NH:48][CH:49]1[CH2:51][CH2:50]1)=[O:47])[O:12][C:13]1[C:22]2[C:17](=[CH:18][C:19]([O:40][CH3:41])=[C:20]([C:23]([NH:25][CH2:26][CH:27]3[CH2:32][CH2:31][N:30]([C:33](OC(C)(C)C)=O)[CH2:29][CH2:28]3)=[O:24])[CH:21]=2)[N:16]=[CH:15][CH:14]=1.C(=O)(O)[O-].[Na+].C=O.C([BH3-])#N.[Na+]. The catalyst is C(OCC)(=O)C.C(O)(=O)C. The product is [CH3:33][N:30]1[CH2:29][CH2:28][CH:27]([CH2:26][NH:25][C:23]([C:20]2[CH:21]=[C:22]3[C:17](=[CH:18][C:19]=2[O:40][CH3:41])[N:16]=[CH:15][CH:14]=[C:13]3[O:12][C:11]2[CH:42]=[CH:43][C:44]([NH:45][C:46]([NH:48][CH:49]3[CH2:51][CH2:50]3)=[O:47])=[C:9]([Cl:8])[CH:10]=2)=[O:24])[CH2:32][CH2:31]1. The yield is 0.584. (3) The reactants are [C:1]([C:12]1[CH:19]=[CH:18][C:15]([C:16]#[N:17])=[CH:14][CH:13]=1)(=O)[C:2]#[C:3][CH2:4][CH2:5][CH2:6][CH2:7][CH2:8][CH2:9][CH3:10].[NH2:20][NH2:21].Cl.Cl. The catalyst is CCO. The product is [CH2:4]([C:3]1[CH:2]=[C:1]([C:12]2[CH:19]=[CH:18][C:15]([C:16]#[N:17])=[CH:14][CH:13]=2)[NH:21][N:20]=1)[CH2:5][CH2:6][CH2:7][CH2:8][CH2:9][CH3:10]. The yield is 0.370. (4) The reactants are [ClH:1].[CH:2]([O:5][C:6]1[CH:13]=[C:12]([O:14][CH3:15])[CH:11]=[CH:10][C:7]=1[C:8]#[N:9])([CH3:4])[CH3:3].[CH2:16]([OH:18])[CH3:17]. No catalyst specified. The product is [ClH:1].[CH:2]([O:5][C:6]1[CH:13]=[C:12]([O:14][CH3:15])[CH:11]=[CH:10][C:7]=1[C:8](=[NH:9])[O:18][CH2:16][CH3:17])([CH3:4])[CH3:3]. The yield is 0.990. (5) The reactants are [C:1]([O:5][C:6]([N:8]1[CH2:12][C@H:11]([O:13][CH3:14])[CH2:10][C@@H:9]1[C:15]([OH:17])=O)=[O:7])([CH3:4])([CH3:3])[CH3:2].[CH3:18][O:19][C:20](=[O:28])[C:21]1[CH:26]=[CH:25][C:24]([NH2:27])=[CH:23][CH:22]=1.CCOC1N(C(OCC)=O)C2C(=CC=CC=2)C=C1.C(N(CC)CC)C. The catalyst is C(Cl)(Cl)Cl.CCOC(C)=O. The product is [C:1]([O:5][C:6]([N:8]1[CH2:12][C@H:11]([O:13][CH3:14])[CH2:10][C@@H:9]1[C:15](=[O:17])[NH:27][C:24]1[CH:23]=[CH:22][C:21]([C:20]([O:19][CH3:18])=[O:28])=[CH:26][CH:25]=1)=[O:7])([CH3:2])([CH3:3])[CH3:4]. The yield is 1.00. (6) The reactants are [Br:1]Br.CC(N)(C)C.[OH:8][C:9]1[C:10]([CH3:19])=[C:11]([CH:16]=[CH:17][CH:18]=1)[C:12]([O:14][CH3:15])=[O:13].O. The catalyst is ClCCl. The product is [Br:1][C:18]1[CH:17]=[CH:16][C:11]([C:12]([O:14][CH3:15])=[O:13])=[C:10]([CH3:19])[C:9]=1[OH:8]. The yield is 0.200. (7) The yield is 0.406. The catalyst is O. The product is [N+:5]([CH2:8][CH2:9][C:10]1[CH:22]=[CH:21][C:13]([O:14][C:15]2[CH:16]=[N:17][CH:18]=[CH:19][CH:20]=2)=[CH:12][CH:11]=1)([O-:7])=[O:6]. The reactants are CS(C)=O.[N+:5](/[CH:8]=[CH:9]/[C:10]1[CH:22]=[CH:21][C:13]([O:14][C:15]2[CH:16]=[N:17][CH:18]=[CH:19][CH:20]=2)=[CH:12][CH:11]=1)([O-:7])=[O:6].C(O)(=O)C.[BH4-].[Na+].